Dataset: Full USPTO retrosynthesis dataset with 1.9M reactions from patents (1976-2016). Task: Predict the reactants needed to synthesize the given product. (1) Given the product [Cl:14][C:9]1[CH:10]=[CH:11][CH:12]=[CH:13][C:8]=1[C:6]1[N:7]=[C:2]([NH:29][C:23]2[C:22]3[C:26](=[CH:27][CH:28]=[C:20]([F:19])[CH:21]=3)[NH:25][N:24]=2)[C:3]2[CH:18]=[CH:17][CH:16]=[N:15][C:4]=2[N:5]=1, predict the reactants needed to synthesize it. The reactants are: Cl[C:2]1[C:3]2[CH:18]=[CH:17][CH:16]=[N:15][C:4]=2[N:5]=[C:6]([C:8]2[CH:13]=[CH:12][CH:11]=[CH:10][C:9]=2[Cl:14])[N:7]=1.[F:19][C:20]1[CH:21]=[C:22]2[C:26](=[CH:27][CH:28]=1)[NH:25][N:24]=[C:23]2[NH2:29]. (2) Given the product [CH:25]([O:24][C:15]1[C:14]([CH2:13][NH:12][C:10](=[O:11])[CH:9]([C:6]2[CH:7]=[CH:8][C:3]([CH2:1][NH:2][C:31](=[O:32])[O:33][C:34]([CH3:37])([CH3:36])[CH3:35])=[C:4]([O:29][CH3:30])[CH:5]=2)[CH3:28])=[CH:19][CH:18]=[C:17]([C:20]([F:23])([F:22])[F:21])[N:16]=1)([CH3:27])[CH3:26], predict the reactants needed to synthesize it. The reactants are: [C:1]([C:3]1[CH:8]=[CH:7][C:6]([CH:9]([CH3:28])[C:10]([NH:12][CH2:13][C:14]2[C:15]([O:24][CH:25]([CH3:27])[CH3:26])=[N:16][C:17]([C:20]([F:23])([F:22])[F:21])=[CH:18][CH:19]=2)=[O:11])=[CH:5][C:4]=1[O:29][CH3:30])#[N:2].[C:31](O[C:31]([O:33][C:34]([CH3:37])([CH3:36])[CH3:35])=[O:32])([O:33][C:34]([CH3:37])([CH3:36])[CH3:35])=[O:32].[BH4-].[Na+].NCCNCCN. (3) Given the product [C:24]([NH:28][S:29]([C:32]1[CH:33]=[CH:34][CH:35]=[C:36]([C:21]2[N:20]=[CH:19][N:18]([C:10]3[N:11]=[C:12]([C:14]([F:17])([F:16])[F:15])[CH:13]=[C:8]([C:4]4[CH:5]=[CH:6][CH:7]=[C:2]([Cl:1])[CH:3]=4)[N:9]=3)[CH:22]=2)[CH:37]=1)(=[O:31])=[O:30])([CH3:27])([CH3:25])[CH3:26], predict the reactants needed to synthesize it. The reactants are: [Cl:1][C:2]1[CH:3]=[C:4]([C:8]2[CH:13]=[C:12]([C:14]([F:17])([F:16])[F:15])[N:11]=[C:10]([N:18]3[CH:22]=[C:21](I)[N:20]=[CH:19]3)[N:9]=2)[CH:5]=[CH:6][CH:7]=1.[C:24]([NH:28][S:29]([C:32]1[CH:33]=[C:34](B(O)O)[CH:35]=[CH:36][CH:37]=1)(=[O:31])=[O:30])([CH3:27])([CH3:26])[CH3:25]. (4) Given the product [CH3:1][S:2]([C:5]1[CH:6]=[C:7]([NH:11][NH2:12])[CH:8]=[CH:9][CH:10]=1)(=[O:3])=[O:4], predict the reactants needed to synthesize it. The reactants are: [CH3:1][S:2]([C:5]1[CH:6]=[C:7]([NH2:11])[CH:8]=[CH:9][CH:10]=1)(=[O:4])=[O:3].[N:12]([O-])=O.[Na+].Cl.NN.[OH-].[Na+]. (5) Given the product [CH2:27]([N:29]([CH2:30][CH2:31][CH2:32][CH2:33][CH2:34][OH:35])[C:36]1[CH:37]=[CH:38][C:39](/[CH:42]=[CH:2]/[C:3]2[O:7][CH:6]=[CH:5][CH:4]=2)=[CH:40][CH:41]=1)[CH3:28], predict the reactants needed to synthesize it. The reactants are: [Br-].[CH2:2]([P+](C1C=CC=CC=1)(C1C=CC=CC=1)C1C=CC=CC=1)[C:3]1[O:7][CH:6]=[CH:5][CH:4]=1.[CH2:27]([N:29]([C:36]1[CH:41]=[CH:40][C:39]([CH:42]=O)=[CH:38][CH:37]=1)[CH2:30][CH2:31][CH2:32][CH2:33][CH2:34][OH:35])[CH3:28].[O-]CC.[Na+]. (6) The reactants are: [CH3:1][C:2]1[CH2:7][CH2:6][C@@H:5]([C:8](Cl)=[O:9])[CH2:4][CH:3]=1.[CH3:11][O:12][C:13]([C:15]1[S:16][C:17]([C:31]#[C:32][C:33]([CH3:36])([CH3:35])[CH3:34])=[CH:18][C:19]=1[NH:20][CH:21]1[CH2:30][CH2:29][C:24]2([O:28][CH2:27][CH2:26][O:25]2)[CH2:23][CH2:22]1)=[O:14].[O-]P([O-])([O-])=O.[K+].[K+].[K+].CCOC(C)=O. Given the product [CH3:11][O:12][C:13]([C:15]1[S:16][C:17]([C:31]#[C:32][C:33]([CH3:36])([CH3:35])[CH3:34])=[CH:18][C:19]=1[N:20]([CH:21]1[CH2:30][CH2:29][C:24]2([O:28][CH2:27][CH2:26][O:25]2)[CH2:23][CH2:22]1)[C:8]([C@@H:5]1[CH2:6][CH2:7][C:2]([CH3:1])=[CH:3][CH2:4]1)=[O:9])=[O:14], predict the reactants needed to synthesize it. (7) The reactants are: Cl.[NH:2]1[CH2:7][CH2:6][CH:5]([N:8]2[N:12]=[C:11]([CH2:13][O:14][C:15]3[CH:16]=[CH:17][C:18]([N:21]4[CH:25]=[N:24][N:23]=[N:22]4)=[N:19][CH:20]=3)[CH:10]=[N:9]2)[CH2:4][CH2:3]1.[C:26]1([CH2:32][S:33](Cl)(=[O:35])=[O:34])[CH:31]=[CH:30][CH:29]=[CH:28][CH:27]=1. Given the product [CH2:32]([S:33]([N:2]1[CH2:3][CH2:4][CH:5]([N:8]2[N:12]=[C:11]([CH2:13][O:14][C:15]3[CH:16]=[CH:17][C:18]([N:21]4[CH:25]=[N:24][N:23]=[N:22]4)=[N:19][CH:20]=3)[CH:10]=[N:9]2)[CH2:6][CH2:7]1)(=[O:35])=[O:34])[C:26]1[CH:31]=[CH:30][CH:29]=[CH:28][CH:27]=1, predict the reactants needed to synthesize it.